This data is from Orexin1 receptor HTS with 218,158 compounds and 233 confirmed actives. The task is: Binary Classification. Given a drug SMILES string, predict its activity (active/inactive) in a high-throughput screening assay against a specified biological target. (1) The drug is s1c(c2nn(nn2)CCC(O)=O)ccc1. The result is 0 (inactive). (2) The molecule is O=C(N1CC(Nc2cc(c(cc2)C)C)CCC1)c1cc(ccc1)c1[nH]ccn1. The result is 1 (active). (3) The compound is Fc1c(CN2CCN(CC2)c2ccc(NC(=O)c3oc([N+]([O-])=O)cc3)cc2)cccc1. The result is 0 (inactive). (4) The compound is Clc1ccc(n2nc(c(c2)C(=O)c2cc3c(oc2=O)cccc3)C(=O)c2ccccc2)cc1. The result is 0 (inactive). (5) The drug is O=C1NC(=O)N\C1=C/c1c(n(c(c1)C)c1c(cc(cc1)C)C)C. The result is 0 (inactive). (6) The compound is Clc1c(S(=O)(=O)NCC2OCCC2)cc([N+]([O-])=O)cc1. The result is 0 (inactive).